From a dataset of Merck oncology drug combination screen with 23,052 pairs across 39 cell lines. Regression. Given two drug SMILES strings and cell line genomic features, predict the synergy score measuring deviation from expected non-interaction effect. (1) Drug 1: COC1=C2CC(C)CC(OC)C(O)C(C)C=C(C)C(OC(N)=O)C(OC)C=CC=C(C)C(=O)NC(=CC1=O)C2=O. Drug 2: Cn1c(=O)n(-c2ccc(C(C)(C)C#N)cc2)c2c3cc(-c4cnc5ccccc5c4)ccc3ncc21. Cell line: OV90. Synergy scores: synergy=16.3. (2) Drug 1: COC12C(COC(N)=O)C3=C(C(=O)C(C)=C(N)C3=O)N1CC1NC12. Drug 2: NC(=O)c1cccc2cn(-c3ccc(C4CCCNC4)cc3)nc12. Cell line: LNCAP. Synergy scores: synergy=-22.4.